Dataset: Reaction yield outcomes from USPTO patents with 853,638 reactions. Task: Predict the reaction yield, written as a fraction of the theoretical maximum amount of product (1.0 means a 100% yield; for example, 0.34 means a 34% yield). (1) The reactants are [Si]([O:8][CH2:9][C@@H:10]([N:19]([CH3:32])[C:20]([NH:22][CH2:23][C:24]1[CH:29]=[CH:28][CH:27]=[C:26]([F:30])[C:25]=1[Cl:31])=[O:21])[CH2:11][C@@H:12]1[CH2:16][O:15][C:14]([CH3:18])([CH3:17])[O:13]1)(C(C)(C)C)(C)C.[F-].C([N+](CCCC)(CCCC)CCCC)CCC.[NH4+].[Cl-]. The catalyst is C1COCC1. The product is [Cl:31][C:25]1[C:26]([F:30])=[CH:27][CH:28]=[CH:29][C:24]=1[CH2:23][NH:22][C:20](=[O:21])[N:19]([C@H:10]([CH2:9][OH:8])[CH2:11][C@@H:12]1[CH2:16][O:15][C:14]([CH3:18])([CH3:17])[O:13]1)[CH3:32]. The yield is 0.610. (2) The reactants are [OH:1][CH:2]([C:27]([CH3:30])([CH3:29])[CH3:28])[CH2:3][O:4][C:5]1[CH:10]=[CH:9][C:8]([C:11]([C:16]2[CH:24]=[CH:23][C:19]([C:20](O)=[O:21])=[C:18]([CH3:25])[CH:17]=2)([CH2:14][CH3:15])[CH2:12][CH3:13])=[CH:7][C:6]=1[CH3:26].Cl.[NH2:32][CH2:33][CH2:34][S:35]([CH3:38])(=[O:37])=[O:36].C1C=CC2N(O)N=NC=2C=1.CCN(CC)CC.CCN=C=NCCCN(C)C. The catalyst is C(Cl)Cl. The product is [CH2:12]([C:11]([C:16]1[CH:24]=[CH:23][C:19]([C:20]([NH:32][CH2:33][CH2:34][S:35]([CH3:38])(=[O:37])=[O:36])=[O:21])=[C:18]([CH3:25])[CH:17]=1)([C:8]1[CH:9]=[CH:10][C:5]([O:4][CH2:3][CH:2]([OH:1])[C:27]([CH3:30])([CH3:28])[CH3:29])=[C:6]([CH3:26])[CH:7]=1)[CH2:14][CH3:15])[CH3:13]. The yield is 0.760. (3) The reactants are C(O[C:4]1[C:8]([O:9][CH2:10][CH3:11])=[N:7][S:6](=[O:12])[N:5]=1)C.[C:13]([O:17][C:18](=[O:29])[C@H:19]([CH2:21][C:22]1[CH:27]=[CH:26][C:25]([OH:28])=[CH:24][CH:23]=1)[NH2:20])([CH3:16])([CH3:15])[CH3:14]. The catalyst is C(O)C. The product is [C:13]([O:17][C:18](=[O:29])[C@H:19]([CH2:21][C:22]1[CH:27]=[CH:26][C:25]([OH:28])=[CH:24][CH:23]=1)[NH:20][C:4]1[C:8]([O:9][CH2:10][CH3:11])=[N:7][S:6](=[O:12])[N:5]=1)([CH3:16])([CH3:14])[CH3:15]. The yield is 0.880. (4) The product is [Cl:1][C:2]1[CH:7]=[CH:6][C:5]([C@@H:8]([NH:10][C:11]([C@H:13]2[CH2:17][CH2:16][CH2:15][N:14]2[C:18]([O:20][C:21]([CH3:24])([CH3:23])[CH3:22])=[O:19])=[S:34])[CH3:9])=[CH:4][CH:3]=1. The reactants are [Cl:1][C:2]1[CH:7]=[CH:6][C:5]([C@@H:8]([NH:10][C:11]([C@H:13]2[CH2:17][CH2:16][CH2:15][N:14]2[C:18]([O:20][C:21]([CH3:24])([CH3:23])[CH3:22])=[O:19])=O)[CH3:9])=[CH:4][CH:3]=1.COC1C=CC(P2(SP(C3C=CC(OC)=CC=3)(=S)S2)=[S:34])=CC=1. The yield is 0.710. The catalyst is C1(C)C=CC=CC=1.CCOC(C)=O. (5) The reactants are N(/C(OC(C)C)=O)=N\C(OC(C)C)=O.C1(P(C2C=CC=CC=2)C2C=CC=CC=2)C=CC=CC=1.[F:34][C:35]1[C:44]([CH:45](O)[CH3:46])=[C:43]([F:48])[CH:42]=[C:41]2[C:36]=1[CH:37]=[CH:38][CH:39]=[N:40]2.[C:49]1(=[O:59])[C:57]2[C:52](=[CH:53][CH:54]=[CH:55][CH:56]=2)[C:51](=[O:58])[NH:50]1. The catalyst is C1COCC1. The product is [F:34][C:35]1[C:44]([CH:45]([N:50]2[C:51](=[O:58])[C:52]3[C:57](=[CH:56][CH:55]=[CH:54][CH:53]=3)[C:49]2=[O:59])[CH3:46])=[C:43]([F:48])[CH:42]=[C:41]2[C:36]=1[CH:37]=[CH:38][CH:39]=[N:40]2. The yield is 0.490. (6) The reactants are [Cl:1][C:2]1[NH:10][C:9]2[C:8](=[O:11])[N:7]([CH2:12][CH2:13][CH2:14][CH2:15][C:16]#[N:17])[C:6](=[O:18])[N:5]([CH2:19][CH2:20][CH2:21][CH2:22][CH3:23])[C:4]=2[N:3]=1.[OH2:24].C(=O)([O-])[O-].[K+].[K+].Cl.[NH2:32]O. The catalyst is CCO. The product is [Cl:1][C:2]1[NH:10][C:9]2[C:8](=[O:11])[N:7]([CH2:12][CH2:13][CH2:14][CH2:15][C:16](=[NH:32])[NH:17][OH:24])[C:6](=[O:18])[N:5]([CH2:19][CH2:20][CH2:21][CH2:22][CH3:23])[C:4]=2[N:3]=1. The yield is 0.850. (7) The reactants are CC[C@H]1[C@H]2C[C@H]([C@H](OC3C4C(=CC=CC=4)C(O[C@H](C4C=CN=C5C=4C=C(OC)C=C5)[C@@H]4N5C[C@H](CC)[C@@H](CC5)C4)=NN=3)C3C=CN=C4C=3C=C([O:22]C)C=C4)N(CC2)C1.CS(N)(=O)=O.[NH2:64][C:65]1[N:66]=[CH:67][C:68]([C:84]2[CH:94]=[CH:93][C:87]([C:88]([N:90]([CH3:92])[CH3:91])=[O:89])=[CH:86][CH:85]=2)=[N:69][C:70]=1[C:71]1[O:72][C:73]([C:76]2[CH:81]=[CH:80]C(C=C)=[CH:78][CH:77]=2)=[N:74][N:75]=1.[O-]S([O-])(=S)=O.[Na+].[Na+].[Na+].[Cl-].[C:104]([OH:108])(C)([CH3:106])[CH3:105]. The catalyst is O. The product is [NH2:64][C:65]1[N:66]=[CH:67][C:68]([C:84]2[CH:94]=[CH:93][C:87]([C:88]([N:90]([CH3:92])[CH3:91])=[O:89])=[CH:86][CH:85]=2)=[N:69][C:70]=1[C:71]1[O:72][C:73]([C:76]2[CH:81]=[CH:80][C:105]([CH:104]([OH:108])[CH2:106][OH:22])=[CH:78][CH:77]=2)=[N:74][N:75]=1. The yield is 0.360.